This data is from Forward reaction prediction with 1.9M reactions from USPTO patents (1976-2016). The task is: Predict the product of the given reaction. (1) The product is: [C:18]([O:17][C:15]([N:12]1[CH2:13][CH2:14][C:9]2[NH:8][N:7]=[C:6]([C:4]([OH:5])=[O:3])[C:10]=2[CH2:11]1)=[O:16])([CH3:21])([CH3:19])[CH3:20]. Given the reactants C([O:3][C:4]([C:6]1[C:10]2[CH2:11][N:12]([C:15]([O:17][C:18]([CH3:21])([CH3:20])[CH3:19])=[O:16])[CH2:13][CH2:14][C:9]=2[NH:8][N:7]=1)=[O:5])C.O.[OH-].[Li+].S([O-])(O)(=O)=O.[K+], predict the reaction product. (2) Given the reactants FC(F)(F)C(O)=O.[O:8]1[C:12]2[CH:13]=[CH:14][CH:15]=[CH:16][C:11]=2[C:10]([NH:17][C:18]([N:20]2[CH2:25][CH2:24][NH:23][CH2:22][CH2:21]2)=[O:19])=[N:9]1.C(N(CC)CC)C.[O:33]1[CH:37]=[CH:36][CH:35]=[C:34]1[C:38](Cl)=[O:39].O, predict the reaction product. The product is: [O:8]1[C:12]2[CH:13]=[CH:14][CH:15]=[CH:16][C:11]=2[C:10]([NH:17][C:18]([N:20]2[CH2:25][CH2:24][N:23]([C:38]([C:34]3[O:33][CH:37]=[CH:36][CH:35]=3)=[O:39])[CH2:22][CH2:21]2)=[O:19])=[N:9]1. (3) Given the reactants [F:1][C:2]([F:20])([F:19])[O:3][C:4]1[CH:9]=[CH:8][C:7]([C:10]2[O:14][N:13]=[C:12]([C:15]([NH:17][NH2:18])=O)[CH:11]=2)=[CH:6][CH:5]=1.Cl.[C:22](=N)([NH2:24])[CH3:23].[OH-].[Na+], predict the reaction product. The product is: [CH3:23][C:22]1[N:24]=[C:15]([C:12]2[CH:11]=[C:10]([C:7]3[CH:8]=[CH:9][C:4]([O:3][C:2]([F:20])([F:19])[F:1])=[CH:5][CH:6]=3)[O:14][N:13]=2)[NH:17][N:18]=1. (4) Given the reactants [F:1][C:2]([F:12])([F:11])[C:3]1[CH:10]=[CH:9][C:6]([CH:7]=[O:8])=[CH:5][CH:4]=1.[CH3:13]/[C:14](/[C:17]([CH3:19])=O)=[N:15]\[OH:16].[ClH:20].COC(C)(C)C, predict the reaction product. The product is: [ClH:20].[CH3:13][C:14]1[N+:15]([O-:16])=[C:7]([C:6]2[CH:9]=[CH:10][C:3]([C:2]([F:11])([F:12])[F:1])=[CH:4][CH:5]=2)[O:8][C:17]=1[CH3:19]. (5) Given the reactants C([N:3](CC)[CH:4]=[CH:5][C:6]([C:8]1[CH:9]=[C:10]([NH:16][C:17]([NH:19][C:20]2[CH:25]=[CH:24][C:23]([F:26])=[CH:22][C:21]=2[F:27])=[O:18])[CH:11]=[CH:12][C:13]=1[O:14][CH3:15])=O)C.[NH2:30]N, predict the reaction product. The product is: [F:27][C:21]1[CH:22]=[C:23]([F:26])[CH:24]=[CH:25][C:20]=1[NH:19][C:17]([NH:16][C:10]1[CH:11]=[CH:12][C:13]([O:14][CH3:15])=[C:8]([C:6]2[NH:30][N:3]=[CH:4][CH:5]=2)[CH:9]=1)=[O:18]. (6) Given the reactants [Si:1]([O:18][CH2:19][C@H:20]1[O:26][CH:23]([O:24][CH3:25])[C@H:22]([OH:27])[C@@H:21]1[OH:28])([C:14]([CH3:17])([CH3:16])[CH3:15])([C:8]1[CH:13]=[CH:12][CH:11]=[CH:10][CH:9]=1)[C:2]1[CH:7]=[CH:6][CH:5]=[CH:4][CH:3]=1.[H-].[Na+].[Cl:31][C:32]1[CH:37]=[CH:36][C:35]([CH2:38]Cl)=[CH:34][CH:33]=1, predict the reaction product. The product is: [Si:1]([O:18][CH2:19][C@H:20]1[O:26][CH:23]([O:24][CH3:25])[C@:22]([CH2:38][C:35]2[CH:36]=[CH:37][C:32]([Cl:31])=[CH:33][CH:34]=2)([OH:27])[C@@H:21]1[O:28][CH2:38][C:35]1[CH:34]=[CH:33][C:32]([Cl:31])=[CH:37][CH:36]=1)([C:14]([CH3:17])([CH3:15])[CH3:16])([C:2]1[CH:7]=[CH:6][CH:5]=[CH:4][CH:3]=1)[C:8]1[CH:9]=[CH:10][CH:11]=[CH:12][CH:13]=1. (7) Given the reactants Cl.[F:2][C:3]([F:22])([O:8][C:9]1[CH:21]=[CH:20][C:12]([O:13][CH:14]2[CH2:19][CH2:18][NH:17][CH2:16][CH2:15]2)=[CH:11][CH:10]=1)[C:4]([F:7])([F:6])[F:5].C(N(C(C)C)CC)(C)C.[CH2:32]([C@@:34]1([CH2:41][S:42](Cl)(=[O:44])=[O:43])[C:38](=[O:39])[NH:37][C:36](=[O:40])[NH:35]1)[CH3:33], predict the reaction product. The product is: [CH2:32]([C@:34]1([CH2:41][S:42]([N:17]2[CH2:18][CH2:19][CH:14]([O:13][C:12]3[CH:11]=[CH:10][C:9]([O:8][C:3]([F:2])([F:22])[C:4]([F:7])([F:6])[F:5])=[CH:21][CH:20]=3)[CH2:15][CH2:16]2)(=[O:43])=[O:44])[NH:35][C:36](=[O:40])[NH:37][C:38]1=[O:39])[CH3:33].